From a dataset of Full USPTO retrosynthesis dataset with 1.9M reactions from patents (1976-2016). Predict the reactants needed to synthesize the given product. (1) Given the product [CH3:1][O:2][C:3]([C:5]1[CH:6]=[C:7]2[C:11](=[CH:12][CH:13]=1)[NH:10][C:9]([CH:14]=[O:15])=[CH:8]2)=[O:4], predict the reactants needed to synthesize it. The reactants are: [CH3:1][O:2][C:3]([C:5]1[CH:6]=[C:7]2[C:11](=[CH:12][CH:13]=1)[NH:10][C:9]([CH2:14][OH:15])=[CH:8]2)=[O:4]. (2) Given the product [C:1]([C:5]1[N:10]=[C:9]([N:11]2[CH2:16][CH2:15][N:14]([CH2:17][CH2:18][CH2:19][O:32][C:28]3[N:27]=[CH:26][N:25]=[C:30]([OH:31])[CH:29]=3)[CH2:13][CH2:12]2)[CH:8]=[C:7]([CH:21]2[CH2:24][CH2:23][CH2:22]2)[N:6]=1)([CH3:4])([CH3:3])[CH3:2], predict the reactants needed to synthesize it. The reactants are: [C:1]([C:5]1[N:10]=[C:9]([N:11]2[CH2:16][CH2:15][N:14]([CH2:17][CH2:18][CH2:19]Cl)[CH2:13][CH2:12]2)[CH:8]=[C:7]([CH:21]2[CH2:24][CH2:23][CH2:22]2)[N:6]=1)([CH3:4])([CH3:3])[CH3:2].[N:25]1[C:30]([OH:31])=[CH:29][C:28]([OH:32])=[N:27][CH:26]=1.C(N(CC)CC)C. (3) The reactants are: [CH3:1][C:2]([C:7]1[CH:12]=[CH:11][C:10]([N+:13]([O-:15])=[O:14])=[CH:9][CH:8]=1)([CH3:6])[CH2:3][CH2:4][NH2:5].[C:16](Cl)(=[O:18])[CH3:17].C(N(CC)CC)C. Given the product [CH3:6][C:2]([C:7]1[CH:8]=[CH:9][C:10]([N+:13]([O-:15])=[O:14])=[CH:11][CH:12]=1)([CH3:1])[CH2:3][CH2:4][NH:5][C:16](=[O:18])[CH3:17], predict the reactants needed to synthesize it. (4) Given the product [Br:21][C:22]1[C:30]2[CH:29]=[C:28]([Si:32]([CH3:34])([CH3:33])[CH3:31])[S:27][C:26]=2[CH:25]=[CH:24][CH:23]=1, predict the reactants needed to synthesize it. The reactants are: C(NC(C)C)(C)C.CN(CCN(C)C)C.[Li]CCCC.[Br:21][C:22]1[C:30]2[CH:29]=[CH:28][S:27][C:26]=2[CH:25]=[CH:24][CH:23]=1.[CH3:31][Si:32](Cl)([CH3:34])[CH3:33]. (5) The reactants are: C([NH:8][C@@H:9]([C:17]([N:19]1[CH2:24][CH2:23][CH:22]([CH:25]2[CH2:30][CH2:29][N:28]([CH3:31])[CH2:27][CH2:26]2)[CH2:21][CH2:20]1)=[O:18])[CH2:10][C:11]1[CH:12]=[N:13][CH:14]=[CH:15][CH:16]=1)(OC(C)(C)C)=O.C1(OC)C=CC=CC=1.[ClH:40]. Given the product [ClH:40].[ClH:40].[ClH:40].[N:13]1[CH:14]=[CH:15][CH:16]=[C:11]([CH2:10][C@H:9]([C:17]([N:19]2[CH2:20][CH2:21][CH:22]([CH:25]3[CH2:30][CH2:29][N:28]([CH3:31])[CH2:27][CH2:26]3)[CH2:23][CH2:24]2)=[O:18])[NH2:8])[CH:12]=1, predict the reactants needed to synthesize it. (6) Given the product [NH2:18][C:16]1[NH:15][N:14]=[C:13]([NH:12][C:5]2[CH:6]=[C:7]([C:8]([F:11])([F:10])[F:9])[C:2]([C:54]3[CH:55]=[CH:56][C:51]([C:49]([NH:48][CH3:47])=[O:50])=[CH:52][CH:53]=3)=[C:3]([Cl:19])[CH:4]=2)[N:17]=1, predict the reactants needed to synthesize it. The reactants are: Br[C:2]1[C:7]([C:8]([F:11])([F:10])[F:9])=[CH:6][C:5]([NH:12][C:13]2[N:17]=[C:16]([NH2:18])[NH:15][N:14]=2)=[CH:4][C:3]=1[Cl:19].CN1C(C)(C)CC(SC2C=CC(B3OC(C)(C)C(C)(C)O3)=CC=2)CC1(C)C.[CH3:47][NH:48][C:49]([C:51]1[CH:56]=[CH:55][C:54](B(O)O)=[CH:53][CH:52]=1)=[O:50].C([O-])([O-])=O.[K+].[K+]. (7) The reactants are: [CH:1]1([C:6]2([CH2:14][CH2:15][C:16]3[CH:21]=[CH:20][C:19]([C:22]([CH3:26])([CH3:25])[C:23]#[N:24])=[C:18]([F:27])[CH:17]=3)[CH2:11][C:10](=[O:12])[CH2:9][C:8](=[O:13])[O:7]2)[CH2:5][CH2:4][CH2:3][CH2:2]1.ClC1C=C(CCC2(C3CCCC3)OC(=O)CC(=O)C2)C=C(CC)C=1OC.[CH3:54][N:55]1[C:59]([CH:60]=O)=[N:58][C:57]([CH3:62])=[N:56]1.CC1C=C(C)N2N=C(C=O)N=C2N=1. Given the product [CH:1]1([C:6]2([CH2:14][CH2:15][C:16]3[CH:21]=[CH:20][C:19]([C:22]([CH3:25])([CH3:26])[C:23]#[N:24])=[C:18]([F:27])[CH:17]=3)[CH2:11][C:10]([OH:12])=[C:9]([CH2:60][C:59]3[N:55]([CH3:54])[N:56]=[C:57]([CH3:62])[N:58]=3)[C:8](=[O:13])[O:7]2)[CH2:5][CH2:4][CH2:3][CH2:2]1, predict the reactants needed to synthesize it.